Dataset: Forward reaction prediction with 1.9M reactions from USPTO patents (1976-2016). Task: Predict the product of the given reaction. (1) Given the reactants [F:1][CH:2]([F:28])[O:3][C:4]1[CH:9]=[CH:8][CH:7]=[CH:6][C:5]=1[NH:10][S:11]([C:14]1[CH:19]=[CH:18][C:17]([O:20][CH3:21])=[C:16]([N:22]2[CH2:27][CH2:26][NH:25][CH2:24][CH2:23]2)[CH:15]=1)(=[O:13])=[O:12].C(N(CC)CC)C.[C:36](O[C:36]([O:38][C:39]([CH3:42])([CH3:41])[CH3:40])=[O:37])([O:38][C:39]([CH3:42])([CH3:41])[CH3:40])=[O:37], predict the reaction product. The product is: [F:28][CH:2]([F:1])[O:3][C:4]1[CH:9]=[CH:8][CH:7]=[CH:6][C:5]=1[NH:10][S:11]([C:14]1[CH:19]=[CH:18][C:17]([O:20][CH3:21])=[C:16]([N:22]2[CH2:27][CH2:26][N:25]([C:36]([O:38][C:39]([CH3:42])([CH3:41])[CH3:40])=[O:37])[CH2:24][CH2:23]2)[CH:15]=1)(=[O:12])=[O:13]. (2) Given the reactants Cl.Cl[CH2:3][CH2:4][CH2:5][C:6]([C:13]1[CH:18]=[CH:17][C:16]([F:19])=[CH:15][CH:14]=1)([O:11][CH3:12])[C:7]([NH:9][NH2:10])=O.Cl.Cl.[CH3:22][O:23][C:24]1[CH:25]=[C:26](/[CH:36]=[CH:37]/[C:38](=[NH:42])OCC)[CH:27]=[CH:28][C:29]=1[N:30]1[CH:34]=[C:33]([CH3:35])[N:32]=[CH:31]1.C(OCC)(=O)C.O, predict the reaction product. The product is: [F:19][C:16]1[CH:17]=[CH:18][C:13]([C:6]2([O:11][CH3:12])[CH2:5][CH2:4][CH2:3][N:9]3[N:10]=[C:38](/[CH:37]=[CH:36]/[C:26]4[CH:27]=[CH:28][C:29]([N:30]5[CH:34]=[C:33]([CH3:35])[N:32]=[CH:31]5)=[C:24]([O:23][CH3:22])[CH:25]=4)[N:42]=[C:7]23)=[CH:14][CH:15]=1. (3) Given the reactants [F:1][C:2]1[CH:3]=[C:4]([C:8]2[C@:9]3([CH2:25][CH2:24][C@H:23]4[C@@H:14]([CH2:15][CH2:16][C:17]5[CH:18]=[C:19]([C:26]([OH:28])=O)[CH:20]=[CH:21][C:22]=54)[C@@H:11]3[CH2:12][CH:13]=2)[CH3:10])[CH:5]=[N:6][CH:7]=1.[NH2:29][CH2:30][CH2:31][C:32]([NH2:34])=[O:33], predict the reaction product. The product is: [NH2:34][C:32](=[O:33])[CH2:31][CH2:30][NH:29][C:26]([C:19]1[CH:20]=[CH:21][C:22]2[C@@H:23]3[C@H:14]([C@H:11]4[C@@:9]([CH2:25][CH2:24]3)([CH3:10])[C:8]([C:4]3[CH:5]=[N:6][CH:7]=[C:2]([F:1])[CH:3]=3)=[CH:13][CH2:12]4)[CH2:15][CH2:16][C:17]=2[CH:18]=1)=[O:28]. (4) Given the reactants FC(F)(F)C(O)=O.COC1C=C(C=CC=1OC)C[N:14]1[C:19](=[O:20])[C:18]([CH3:21])=[C:17]([C:22]2[CH:27]=[CH:26][C:25]([O:28][C:29]3[N:30]=[CH:31][CH:32]=[C:33]4[C:38]=3[N:37]=[CH:36][CH:35]=[CH:34]4)=[CH:24][C:23]=2[CH3:39])[N:16]([CH3:40])[C:15]1=[O:41].C1(OC)C=CC=CC=1, predict the reaction product. The product is: [CH3:40][N:16]1[C:17]([C:22]2[CH:27]=[CH:26][C:25]([O:28][C:29]3[N:30]=[CH:31][CH:32]=[C:33]4[C:38]=3[N:37]=[CH:36][CH:35]=[CH:34]4)=[CH:24][C:23]=2[CH3:39])=[C:18]([CH3:21])[C:19](=[O:20])[NH:14][C:15]1=[O:41]. (5) Given the reactants [CH3:1][O:2][C:3](=[O:11])[CH2:4][CH:5]1[CH2:10][CH2:9][CH2:8][CH2:7][NH:6]1.C(N(CC)CC)C.[F:19][C:20]([F:32])([F:31])[C:21]1[CH:22]=[C:23]([S:27](Cl)(=[O:29])=[O:28])[CH:24]=[CH:25][CH:26]=1, predict the reaction product. The product is: [CH3:1][O:2][C:3](=[O:11])[CH2:4][CH:5]1[CH2:10][CH2:9][CH2:8][CH2:7][N:6]1[S:27]([C:23]1[CH:24]=[CH:25][CH:26]=[C:21]([C:20]([F:19])([F:31])[F:32])[CH:22]=1)(=[O:29])=[O:28]. (6) Given the reactants [NH2:1][C@H:2]([CH3:19])[CH2:3][N:4]1[CH:8]=[CH:7][C:6]([C:9]2[CH:16]=[C:15]([F:17])[C:12]([C:13]#[N:14])=[C:11]([F:18])[CH:10]=2)=[N:5]1.[C:20]([C:23]1[O:27][N:26]=[C:25]([C:28](O)=[O:29])[CH:24]=1)(=[O:22])[CH3:21], predict the reaction product. The product is: [C:20]([C:23]1[O:27][N:26]=[C:25]([C:28]([NH:1][C@H:2]([CH3:19])[CH2:3][N:4]2[CH:8]=[CH:7][C:6]([C:9]3[CH:10]=[C:11]([F:18])[C:12]([C:13]#[N:14])=[C:15]([F:17])[CH:16]=3)=[N:5]2)=[O:29])[CH:24]=1)(=[O:22])[CH3:21].